Task: Predict the product of the given reaction.. Dataset: Forward reaction prediction with 1.9M reactions from USPTO patents (1976-2016) (1) Given the reactants [C:1]([O-:9])(=[O:8])[C:2]1[CH:7]=[CH:6][CH:5]=[CH:4][CH:3]=1.[Na+:10].C[OH:12], predict the reaction product. The product is: [CH2:3]([C:4]([CH3:5])=[O:12])[CH:2]([CH3:7])[CH3:1].[C:1]([O-:9])(=[O:8])[C:2]1[CH:7]=[CH:6][CH:5]=[CH:4][CH:3]=1.[Na+:10].[C:2]1([CH3:1])[CH:7]=[CH:6][CH:5]=[CH:4][CH:3]=1. (2) Given the reactants [CH3:1][S:2]([N:5]([C:10]1[CH:11]=[C:12]2[C:17](=[CH:18][CH:19]=1)[CH:16]=[N:15][CH:14]=[C:13]2[C:20]1[CH:25]=[CH:24][C:23]([C:26]2[CH:27]=[N:28][N:29]([CH3:31])[CH:30]=2)=[CH:22][CH:21]=1)S(C)(=O)=O)(=[O:4])=[O:3].[OH-].[Na+].O1CCCC1, predict the reaction product. The product is: [CH3:31][N:29]1[CH:30]=[C:26]([C:23]2[CH:24]=[CH:25][C:20]([C:13]3[C:12]4[C:17](=[CH:18][CH:19]=[C:10]([NH:5][S:2]([CH3:1])(=[O:4])=[O:3])[CH:11]=4)[CH:16]=[N:15][CH:14]=3)=[CH:21][CH:22]=2)[CH:27]=[N:28]1. (3) Given the reactants [O:1]1[CH2:6][CH2:5][N:4]([C:7]2[CH:12]=[C:11]([N:13]3[CH2:18][CH2:17][O:16][CH2:15][CH2:14]3)[N:10]=[C:9]([N:19]3[CH2:24][CH2:23][N:22]([C:25]4[CH:30]=[CH:29][CH:28]=[CH:27][CH:26]=4)[CH2:21][CH2:20]3)[N:8]=2)[CH2:3][CH2:2]1.[N:31]([O-])=O.[Na+].O, predict the reaction product. The product is: [NH2:31][C:12]1[C:7]([N:4]2[CH2:5][CH2:6][O:1][CH2:2][CH2:3]2)=[N:8][C:9]([N:19]2[CH2:20][CH2:21][N:22]([C:25]3[CH:30]=[CH:29][CH:28]=[CH:27][CH:26]=3)[CH2:23][CH2:24]2)=[N:10][C:11]=1[N:13]1[CH2:18][CH2:17][O:16][CH2:15][CH2:14]1. (4) Given the reactants [C:1]1([CH3:11])[CH:6]=[CH:5][C:4]([S:7](Cl)(=[O:9])=[O:8])=[CH:3][CH:2]=1.[OH:12][C@:13]([CH3:49])([CH2:47][OH:48])[C:14](=[O:46])[C@@H:15]([NH:23][C:24](=[O:45])[C@@H:25]([NH:29][C:30](=[O:44])[C@@H:31]([NH:35][C:36]([C:38]1[S:42][C:41]([CH3:43])=[N:40][CH:39]=1)=[O:37])[CH2:32][O:33][CH3:34])[CH2:26][O:27][CH3:28])[CH2:16][C:17]1[CH:22]=[CH:21][CH:20]=[CH:19][CH:18]=1, predict the reaction product. The product is: [CH3:11][C:1]1[CH:6]=[CH:5][C:4]([S:7]([O:48][CH2:47][C@:13]([OH:12])([CH3:49])[C:14](=[O:46])[C@@H:15]([NH:23][C:24](=[O:45])[C@@H:25]([NH:29][C:30](=[O:44])[C@@H:31]([NH:35][C:36]([C:38]2[S:42][C:41]([CH3:43])=[N:40][CH:39]=2)=[O:37])[CH2:32][O:33][CH3:34])[CH2:26][O:27][CH3:28])[CH2:16][C:17]2[CH:18]=[CH:19][CH:20]=[CH:21][CH:22]=2)(=[O:9])=[O:8])=[CH:3][CH:2]=1. (5) The product is: [CH3:9][O:8][C:7]1[N:6]=[C:5]([S:10][CH3:11])[N:4]=[C:3]([NH:12][C@@H:13]2[CH2:18][CH2:17][CH2:16][N:15]([C:19]([O:21][C:22]([CH3:25])([CH3:24])[CH3:23])=[O:20])[CH2:14]2)[C:2]=1[B:29]1[O:30][C:31]([CH3:33])([CH3:32])[C:27]([CH3:43])([CH3:26])[O:28]1. Given the reactants I[C:2]1[C:3]([NH:12][CH:13]2[CH2:18][CH2:17][CH2:16][N:15]([C:19]([O:21][C:22]([CH3:25])([CH3:24])[CH3:23])=[O:20])[CH2:14]2)=[N:4][C:5]([S:10][CH3:11])=[N:6][C:7]=1[O:8][CH3:9].[CH3:26][C:27]1([CH3:43])[C:31]([CH3:33])([CH3:32])[O:30][B:29]([B:29]2[O:30][C:31]([CH3:33])([CH3:32])[C:27]([CH3:43])([CH3:26])[O:28]2)[O:28]1.CC([O-])=O.[K+].CC(N(C)C)=O, predict the reaction product. (6) Given the reactants [CH2:1](P(=O)(OCC)OCC)[P:2](=[O:9])([O:6]CC)[O:3]CC.O, predict the reaction product. The product is: [PH:2](=[O:3])([O-:9])[O-:6].[C+4:1].[C+4:1].[C+4:1].[C+4:1].[C+4:1].[C+4:1].[C+4:1].[C+4:1].[C+4:1].[C+4:1].[C+4:1].[C+4:1].[C+4:1].[C+4:1].[C+4:1].[PH:2](=[O:3])([O-:9])[O-:6].[PH:2](=[O:3])([O-:9])[O-:6].[PH:2](=[O:3])([O-:9])[O-:6].[PH:2](=[O:3])([O-:9])[O-:6].[PH:2](=[O:3])([O-:9])[O-:6].[PH:2](=[O:3])([O-:9])[O-:6].[PH:2](=[O:3])([O-:9])[O-:6].[PH:2](=[O:3])([O-:9])[O-:6].[PH:2](=[O:3])([O-:9])[O-:6].[PH:2](=[O:3])([O-:9])[O-:6].[PH:2](=[O:3])([O-:9])[O-:6].[PH:2](=[O:3])([O-:9])[O-:6].[PH:2](=[O:3])([O-:9])[O-:6].[PH:2](=[O:3])([O-:9])[O-:6].[PH:2](=[O:3])([O-:9])[O-:6].[PH:2](=[O:3])([O-:9])[O-:6].[PH:2](=[O:3])([O-:9])[O-:6].[PH:2](=[O:3])([O-:9])[O-:6].[PH:2](=[O:3])([O-:9])[O-:6].[PH:2](=[O:3])([O-:9])[O-:6].[PH:2](=[O:3])([O-:9])[O-:6].[PH:2](=[O:3])([O-:9])[O-:6].[PH:2](=[O:3])([O-:9])[O-:6].[PH:2](=[O:3])([O-:9])[O-:6].[PH:2](=[O:3])([O-:9])[O-:6].[PH:2](=[O:3])([O-:9])[O-:6].[PH:2](=[O:3])([O-:9])[O-:6].[PH:2](=[O:3])([O-:9])[O-:6].[PH:2](=[O:3])([O-:9])[O-:6]. (7) Given the reactants [CH2:1]([N:8]([CH3:10])[NH2:9])[C:2]1[CH:7]=[CH:6][CH:5]=[CH:4][CH:3]=1.[OH:11][C:12]1[CH:13]=[C:14]([CH:17]=[CH:18][C:19]=1[OH:20])[CH:15]=O, predict the reaction product. The product is: [CH2:1]([N:8]([CH3:10])[N:9]=[CH:15][C:14]1[CH:13]=[C:12]([OH:11])[C:19]([OH:20])=[CH:18][CH:17]=1)[C:2]1[CH:7]=[CH:6][CH:5]=[CH:4][CH:3]=1. (8) Given the reactants [Br:1][C:2]1[C:3]([F:50])=[CH:4][C:5]([N:21]2[C:30]3[C:25](=[CH:26][C:27]([S:31](=[O:48])(=[O:47])[N:32]([C:42]4[CH:46]=[CH:45][O:44][N:43]=4)CC4C=CC(OC)=CC=4)=[CH:28][CH:29]=3)[CH:24]=[CH:23][C:22]2=[O:49])=[C:6]([CH:20]=1)[O:7][CH:8]1[CH2:12][CH2:11][N:10](C(OC(C)(C)C)=O)[CH2:9]1.FC(F)(F)S(O)(=O)=O, predict the reaction product. The product is: [Br:1][C:2]1[C:3]([F:50])=[CH:4][C:5]([N:21]2[C:30]3[C:25](=[CH:26][C:27]([S:31]([NH:32][C:42]4[CH:46]=[CH:45][O:44][N:43]=4)(=[O:47])=[O:48])=[CH:28][CH:29]=3)[CH:24]=[CH:23][C:22]2=[O:49])=[C:6]([O:7][CH:8]2[CH2:12][CH2:11][NH:10][CH2:9]2)[CH:20]=1. (9) Given the reactants [NH2:1][CH2:2][C:3]1[CH:8]=[CH:7][CH:6]=[CH:5][N:4]=1.[C:9]([O:13][C:14]1[CH:21]=[CH:20][CH:19]=[CH:18][C:15]=1[CH:16]=O)([CH3:12])([CH3:11])[CH3:10].[BH4-].[Na+], predict the reaction product. The product is: [C:9]([O:13][C:14]1[CH:21]=[CH:20][CH:19]=[CH:18][C:15]=1[CH2:16][NH:1][CH2:2][C:3]1[CH:8]=[CH:7][CH:6]=[CH:5][N:4]=1)([CH3:12])([CH3:10])[CH3:11]. (10) Given the reactants Br[C:2]1[CH:20]=[CH:19][C:5]([CH2:6][N:7]2[CH2:12][CH2:11][CH2:10][CH:9]([C:13]3[CH:18]=[CH:17][CH:16]=[CH:15][CH:14]=3)[CH2:8]2)=[CH:4][CH:3]=1.[F:21][C:22]([F:33])([F:32])[C:23]1[CH:28]=[CH:27][CH:26]=[CH:25][C:24]=1B(O)O.C(=O)([O-])[O-].[Na+].[Na+].C1(C)C=CC=CC=1, predict the reaction product. The product is: [C:13]1([CH:9]2[CH2:10][CH2:11][CH2:12][N:7]([CH2:6][C:5]3[CH:19]=[CH:20][C:2]([C:24]4[CH:25]=[CH:26][CH:27]=[CH:28][C:23]=4[C:22]([F:33])([F:32])[F:21])=[CH:3][CH:4]=3)[CH2:8]2)[CH:18]=[CH:17][CH:16]=[CH:15][CH:14]=1.